This data is from Peptide-MHC class I binding affinity with 185,985 pairs from IEDB/IMGT. The task is: Regression. Given a peptide amino acid sequence and an MHC pseudo amino acid sequence, predict their binding affinity value. This is MHC class I binding data. The peptide sequence is DVNSVQFSIL. The MHC is HLA-A02:06 with pseudo-sequence HLA-A02:06. The binding affinity (normalized) is 0.249.